Dataset: Full USPTO retrosynthesis dataset with 1.9M reactions from patents (1976-2016). Task: Predict the reactants needed to synthesize the given product. (1) Given the product [CH3:1][O:2][C:3](=[O:20])[C:4]1[CH:9]=[CH:8][C:7]([F:10])=[C:6]([CH2:11][O:12][C:13]2[CH:18]=[CH:17][C:16]([C:25]3[CH:26]=[C:27]([F:28])[C:22]([F:21])=[CH:23][C:24]=3[O:32][CH3:33])=[CH:15][CH:14]=2)[CH:5]=1, predict the reactants needed to synthesize it. The reactants are: [CH3:1][O:2][C:3](=[O:20])[C:4]1[CH:9]=[CH:8][C:7]([F:10])=[C:6]([CH2:11][O:12][C:13]2[CH:18]=[CH:17][C:16](I)=[CH:15][CH:14]=2)[CH:5]=1.[F:21][C:22]1[C:27]([F:28])=[CH:26][C:25](B(O)O)=[C:24]([O:32][CH3:33])[CH:23]=1.C(=O)([O-])[O-].[K+].[K+]. (2) Given the product [Br:1][C:2]1[C:3]([NH:9][C:10]2[CH:14]=[C:13]([O:15][CH:16]([CH3:18])[CH3:17])[NH:12][N:11]=2)=[N:4][C:5]([NH:29][C@H:27]([C:24]2[N:25]=[CH:26][C:21]([F:20])=[CH:22][N:23]=2)[CH3:28])=[N:6][CH:7]=1, predict the reactants needed to synthesize it. The reactants are: [Br:1][C:2]1[C:3]([NH:9][C:10]2[CH:14]=[C:13]([O:15][CH:16]([CH3:18])[CH3:17])[NH:12][N:11]=2)=[N:4][C:5](Cl)=[N:6][CH:7]=1.Cl.[F:20][C:21]1[CH:22]=[N:23][C:24]([C@@H:27]([NH2:29])[CH3:28])=[N:25][CH:26]=1.CCN(C(C)C)C(C)C.